This data is from Catalyst prediction with 721,799 reactions and 888 catalyst types from USPTO. The task is: Predict which catalyst facilitates the given reaction. (1) Reactant: [F:1][C:2]1([F:17])[CH2:7][CH2:6][N:5]([C:8]2[CH:13]=[CH:12][CH:11]=[CH:10][C:9]=2[N+:14]([O-])=O)[CH2:4][CH2:3]1. Product: [F:17][C:2]1([F:1])[CH2:7][CH2:6][N:5]([C:8]2[CH:13]=[CH:12][CH:11]=[CH:10][C:9]=2[NH2:14])[CH2:4][CH2:3]1. The catalyst class is: 19. (2) Product: [CH3:16][O:17][C:18](=[O:25])[CH2:19][N:20]([C:9]([O:11][C:12]([CH3:13])([CH3:14])[CH3:15])=[O:10])[C:21]([CH3:24])([CH3:23])[CH3:22]. The catalyst class is: 4. Reactant: [C:9](O[C:9]([O:11][C:12]([CH3:15])([CH3:14])[CH3:13])=[O:10])([O:11][C:12]([CH3:15])([CH3:14])[CH3:13])=[O:10].[CH3:16][O:17][C:18](=[O:25])[CH2:19][NH:20][C:21]([CH3:24])([CH3:23])[CH3:22].CN(C)CCN. (3) Reactant: [C:1]([C:3]1[C:4]([NH:21][NH2:22])=[N:5][CH:6]=[CH:7][C:8]=1[N:9]1[CH2:14][CH2:13][CH:12]([C:15]2[CH:20]=[CH:19][CH:18]=[CH:17][CH:16]=2)[CH2:11][CH2:10]1)#[N:2].C(O[C:26](OCC)(OCC)[CH2:27][CH3:28])C. Product: [CH2:27]([C:28]1[N:5]2[CH:6]=[CH:7][C:8]([N:9]3[CH2:10][CH2:11][CH:12]([C:15]4[CH:20]=[CH:19][CH:18]=[CH:17][CH:16]=4)[CH2:13][CH2:14]3)=[C:3]([C:1]#[N:2])[C:4]2=[N:21][N:22]=1)[CH3:26]. The catalyst class is: 113. (4) Reactant: [CH3:1][C:2]1[C:6]2[CH:7]=[C:8]([C:11]([F:14])([F:13])[F:12])[CH:9]=[CH:10][C:5]=2[S:4][C:3]=1[C:15]([CH2:22][CH2:23][CH2:24][CH3:25])=[CH:16][C:17]([O:19][CH2:20][CH3:21])=[O:18]. Product: [CH3:1][C:2]1[C:6]2[CH:7]=[C:8]([C:11]([F:14])([F:12])[F:13])[CH:9]=[CH:10][C:5]=2[S:4][C:3]=1[CH:15]([CH2:22][CH2:23][CH2:24][CH3:25])[CH2:16][C:17]([O:19][CH2:20][CH3:21])=[O:18]. The catalyst class is: 99. (5) Reactant: [CH2:1]([N:8]1[CH:17]=[C:16]([C:18]2[C:26]3[C:21](=[CH:22][CH:23]=[CH:24][CH:25]=3)[N:20](C(OC(C)(C)C)=O)[C:19]=2[CH3:34])[C:15]2[C:10](=[CH:11][CH:12]=[CH:13][CH:14]=2)[C:9]1=[O:35])[C:2]1[CH:7]=[CH:6][CH:5]=[CH:4][CH:3]=1.[C:36]([OH:42])([C:38](F)(F)F)=[O:37].COC(=O)CBr.C(=O)([O-])[O-].[K+].[K+]. Product: [CH2:1]([N:8]1[CH:17]=[C:16]([C:18]2[C:26]3[C:21](=[CH:22][CH:23]=[CH:24][CH:25]=3)[N:20]([CH2:38][C:36]([OH:42])=[O:37])[C:19]=2[CH3:34])[C:15]2[C:10](=[CH:11][CH:12]=[CH:13][CH:14]=2)[C:9]1=[O:35])[C:2]1[CH:7]=[CH:6][CH:5]=[CH:4][CH:3]=1. The catalyst class is: 25. (6) Reactant: [H-].[H-].[H-].[H-].[Li+].[Al+3].C([O:9][C:10]([CH:12]1[CH2:17][CH2:16][CH2:15][N:14]([CH2:18][CH:19]2[O:24][C:23]3[CH:25]=[CH:26][CH:27]=[CH:28][C:22]=3[O:21][CH2:20]2)[CH2:13]1)=O)C.O. Product: [O:24]1[C:23]2[CH:25]=[CH:26][CH:27]=[CH:28][C:22]=2[O:21][CH2:20][CH:19]1[CH2:18][N:14]1[CH2:15][CH2:16][CH2:17][CH:12]([CH2:10][OH:9])[CH2:13]1. The catalyst class is: 1. (7) Reactant: [Cl:1][C:2]1[CH:3]=[C:4]([C:9]2[CH:13]=[C:12]([C:14]3[CH:15]=[N:16][C:17]4[C:22]([CH:23]=3)=[CH:21][CH:20]=[CH:19][CH:18]=4)[N:11]([C@H:24]([C:26]3[CH:43]=[CH:42][C:29]([C:30]([NH:32][CH2:33][CH2:34][C:35]([O:37]C(C)(C)C)=[O:36])=[O:31])=[CH:28][CH:27]=3)[CH3:25])[N:10]=2)[CH:5]=[C:6]([Cl:8])[CH:7]=1.C(O)(C(F)(F)F)=O. Product: [Cl:8][C:6]1[CH:5]=[C:4]([C:9]2[CH:13]=[C:12]([C:14]3[CH:15]=[N:16][C:17]4[C:22]([CH:23]=3)=[CH:21][CH:20]=[CH:19][CH:18]=4)[N:11]([C@H:24]([C:26]3[CH:27]=[CH:28][C:29]([C:30]([NH:32][CH2:33][CH2:34][C:35]([OH:37])=[O:36])=[O:31])=[CH:42][CH:43]=3)[CH3:25])[N:10]=2)[CH:3]=[C:2]([Cl:1])[CH:7]=1. The catalyst class is: 2. (8) Reactant: Cl.[CH2:2]([O:4][C:5](=[O:10])[CH2:6][CH2:7][CH2:8][NH2:9])[CH3:3].[O:11]1[C:15]2[CH:16]=[C:17]([CH:20]=O)[CH:18]=[CH:19][C:14]=2[CH:13]=[CH:12]1.[O-]S([O-])(=O)=O.[Mg+2].[BH4-].[Na+]. Product: [CH2:2]([O:4][C:5](=[O:10])[CH2:6][CH2:7][CH2:8][NH:9][CH2:20][C:17]1[CH:18]=[CH:19][C:14]2[CH:13]=[CH:12][O:11][C:15]=2[CH:16]=1)[CH3:3]. The catalyst class is: 36. (9) Reactant: [CH3:1][O:2][C:3]1[CH:4]=[C:5]2[C:10](=[CH:11][C:12]=1[O:13][CH3:14])[N:9]=[CH:8][N:7]=[C:6]2[O:15][C:16]1[CH:22]=[CH:21][C:19]([NH2:20])=[CH:18][CH:17]=1.ClC(Cl)(O[C:27](=[O:33])OC(Cl)(Cl)Cl)Cl.[F:35][C:36]1[CH:43]=[C:42]([F:44])[CH:41]=[CH:40][C:37]=1[CH2:38][NH2:39].CO. Product: [F:35][C:36]1[CH:43]=[C:42]([F:44])[CH:41]=[CH:40][C:37]=1[CH2:38][NH:39][C:27]([NH:20][C:19]1[CH:21]=[CH:22][C:16]([O:15][C:6]2[C:5]3[C:10](=[CH:11][C:12]([O:13][CH3:14])=[C:3]([O:2][CH3:1])[CH:4]=3)[N:9]=[CH:8][N:7]=2)=[CH:17][CH:18]=1)=[O:33]. The catalyst class is: 542.